From a dataset of NCI-60 drug combinations with 297,098 pairs across 59 cell lines. Regression. Given two drug SMILES strings and cell line genomic features, predict the synergy score measuring deviation from expected non-interaction effect. Drug 1: CNC(=O)C1=NC=CC(=C1)OC2=CC=C(C=C2)NC(=O)NC3=CC(=C(C=C3)Cl)C(F)(F)F. Drug 2: C1CCC(C(C1)N)N.C(=O)(C(=O)[O-])[O-].[Pt+4]. Cell line: NCI-H322M. Synergy scores: CSS=7.67, Synergy_ZIP=-2.33, Synergy_Bliss=2.16, Synergy_Loewe=-0.284, Synergy_HSA=1.51.